This data is from Forward reaction prediction with 1.9M reactions from USPTO patents (1976-2016). The task is: Predict the product of the given reaction. (1) Given the reactants [NH2:1][C:2]1[N:7]=[CH:6][C:5]([O:8][C:9]2[CH:18]=[C:17]([N:19]3[CH2:24][CH2:23][N:22]([CH2:25][C:26]4[CH2:27][O:28][C:29]([CH3:40])([CH3:39])[CH2:30][C:31]=4[C:32]4[CH:37]=[CH:36][C:35]([Cl:38])=[CH:34][CH:33]=4)[CH2:21][CH2:20]3)[CH:16]=[CH:15][C:10]=2[C:11]([O:13]C)=[O:12])=[CH:4][C:3]=1[Cl:41].[OH-].[Li+], predict the reaction product. The product is: [NH2:1][C:2]1[N:7]=[CH:6][C:5]([O:8][C:9]2[CH:18]=[C:17]([N:19]3[CH2:24][CH2:23][N:22]([CH2:25][C:26]4[CH2:27][O:28][C:29]([CH3:39])([CH3:40])[CH2:30][C:31]=4[C:32]4[CH:33]=[CH:34][C:35]([Cl:38])=[CH:36][CH:37]=4)[CH2:21][CH2:20]3)[CH:16]=[CH:15][C:10]=2[C:11]([OH:13])=[O:12])=[CH:4][C:3]=1[Cl:41]. (2) Given the reactants [F:1][C:2]1[CH:11]=[C:10]([F:12])[CH:9]=[C:8]2[C:3]=1[C:4]([NH:27][C:28]1[CH:29]=[N:30][CH:31]=[C:32]([N:34]3[CH2:39][CH2:38][O:37][CH2:36][CH2:35]3)[CH:33]=1)=[C:5]([CH3:26])[C:6]([C:13]1[CH:14]=[C:15]([C:23](=[O:25])[CH3:24])[CH:16]=[CH:17][C:18]=1[S:19]([CH3:22])(=[O:21])=[O:20])=[N:7]2.[H-].[Al+3].[Li+].[H-].[H-].[H-], predict the reaction product. The product is: [F:1][C:2]1[CH:11]=[C:10]([F:12])[CH:9]=[C:8]2[C:3]=1[C:4]([NH:27][C:28]1[CH:29]=[N:30][CH:31]=[C:32]([N:34]3[CH2:39][CH2:38][O:37][CH2:36][CH2:35]3)[CH:33]=1)=[C:5]([CH3:26])[C:6]([C:13]1[CH:14]=[C:15]([CH:23]([OH:25])[CH3:24])[CH:16]=[CH:17][C:18]=1[S:19]([CH3:22])(=[O:21])=[O:20])=[N:7]2. (3) Given the reactants [S:1]1[C:5]2[CH:6]=[CH:7][C:8]([CH2:10][CH2:11][O:12][CH2:13][CH2:14][C:15]([OH:17])=O)=[CH:9][C:4]=2[CH:3]=[CH:2]1.C(Cl)(=O)C(Cl)=O.Cl.[OH:25][CH:26]1[CH2:29][NH:28][CH2:27]1.[OH-].[Na+].[Cl-].[Na+].Cl, predict the reaction product. The product is: [S:1]1[C:5]2[CH:6]=[CH:7][C:8]([CH2:10][CH2:11][O:12][CH2:13][CH2:14][C:15]([N:28]3[CH2:29][CH:26]([OH:25])[CH2:27]3)=[O:17])=[CH:9][C:4]=2[CH:3]=[CH:2]1. (4) Given the reactants [C:1](#[N:10])[C:2]1[C:3](=[CH:6][CH:7]=[CH:8][CH:9]=1)[C:4]#[N:5].[CH:11]1[C:20]2[C:15](=CC=CC=2)[CH:14]=[C:13]([C:21]#[N:22])[C:12]=1[C:23]#[N:24], predict the reaction product. The product is: [CH:7]1[CH:8]=[CH:9][C:2]2[C:3](=[C:4]3[N:24]=[C:23]4[N:22]=[C:21]([C:13]5[CH:14]=[CH:15][CH:20]=[CH:11][C:12]=54)[N:10]=[C:1]4[NH:5][C:4]([C:3]5[CH:6]=[CH:7][CH:8]=[CH:9][C:2]=54)=[N:24][C:23]4=[N:22][C:21]([C:13]5[CH:14]=[CH:15][CH:20]=[CH:11][C:12]=54)=[N:10][C:1]=2[NH:5]3)[CH:6]=1. (5) The product is: [S:1]1[CH:5]=[CH:4][N:3]=[C:2]1[C:6]1[NH:7][C:8]2[C:13]([CH:14]=1)=[CH:12][CH:11]=[CH:10][C:9]=2[N:15]([CH2:24][C:25]([OH:27])=[O:26])[S:16]([C:19]1[S:20][CH:21]=[CH:22][CH:23]=1)(=[O:18])=[O:17]. Given the reactants [S:1]1[CH:5]=[CH:4][N:3]=[C:2]1[C:6]1[NH:7][C:8]2[C:13]([CH:14]=1)=[CH:12][CH:11]=[CH:10][C:9]=2[N:15]([CH2:24][C:25]([O:27]CC)=[O:26])[S:16]([C:19]1[S:20][CH:21]=[CH:22][CH:23]=1)(=[O:18])=[O:17].[OH-].[Na+].O1CCCC1, predict the reaction product. (6) Given the reactants [CH3:1][O:2][C:3](=[O:14])[C:4]1[CH:9]=[C:8]([N+:10]([O-])=O)[CH:7]=[CH:6][C:5]=1[Cl:13], predict the reaction product. The product is: [CH3:1][O:2][C:3](=[O:14])[C:4]1[CH:9]=[C:8]([NH2:10])[CH:7]=[CH:6][C:5]=1[Cl:13]. (7) Given the reactants Br[CH2:2][C:3]1[C:8]([CH3:9])=[CH:7][CH:6]=[CH:5][C:4]=1[N:10]1[C:14](=[O:15])[N:13]([CH3:16])[N:12]=[N:11]1.[CH3:17][C:18]1[CH:19]=[C:20]([N:24]2[CH:28]=[CH:27][C:26]([OH:29])=[N:25]2)[CH:21]=[CH:22][CH:23]=1.C(=O)([O-])[O-].[K+].[K+].C(#N)C, predict the reaction product. The product is: [CH3:17][C:18]1[CH:19]=[C:20]([N:24]2[CH:28]=[CH:27][C:26]([O:29][CH2:2][C:3]3[C:8]([CH3:9])=[CH:7][CH:6]=[CH:5][C:4]=3[N:10]3[C:14](=[O:15])[N:13]([CH3:16])[N:12]=[N:11]3)=[N:25]2)[CH:21]=[CH:22][CH:23]=1. (8) Given the reactants [OH-].[Na+].[Cl:3][C:4]1[C:13]2[C:8](=[CH:9][C:10]([S:14]([NH:17][C:18]3([C:24]([O:26]C)=[O:25])[CH2:23][CH2:22][CH2:21][CH2:20][CH2:19]3)(=[O:16])=[O:15])=[CH:11][CH:12]=2)[C:7]([NH:28][C:29]([NH2:31])=[NH:30])=[N:6][CH:5]=1.Cl, predict the reaction product. The product is: [ClH:3].[Cl:3][C:4]1[C:13]2[C:8](=[CH:9][C:10]([S:14]([NH:17][C:18]3([C:24]([OH:26])=[O:25])[CH2:23][CH2:22][CH2:21][CH2:20][CH2:19]3)(=[O:15])=[O:16])=[CH:11][CH:12]=2)[C:7]([NH:28][C:29]([NH2:31])=[NH:30])=[N:6][CH:5]=1. (9) Given the reactants FC(F)(F)C([O-])=O.[OH:8][CH2:9][CH2:10][N:11]1[CH2:17][CH2:16][CH2:15][C@H:14]([NH3+:18])[CH2:13][CH2:12]1.[NH2:18][C@H:14]1[CH2:15][CH2:16][CH2:17][N:11]([CH2:10][CH2:9][OH:8])[CH2:12][CH2:13]1.C(N(CC)CC)C.[CH2:37]1[C:42](=[O:43])[N:41]([O:44][C:45](ON2C(=O)CCC2=O)=[O:46])[C:39](=[O:40])[CH2:38]1, predict the reaction product. The product is: [OH:8][CH2:9][CH2:10][N:11]1[CH2:17][CH2:16][CH2:15][C@H:14]([NH:18][C:45]([O:44][N:41]2[C:42](=[O:43])[CH2:37][CH2:38][C:39]2=[O:40])=[O:46])[CH2:13][CH2:12]1.